From a dataset of NCI-60 drug combinations with 297,098 pairs across 59 cell lines. Regression. Given two drug SMILES strings and cell line genomic features, predict the synergy score measuring deviation from expected non-interaction effect. (1) Drug 1: C1CC(C1)(C(=O)O)C(=O)O.[NH2-].[NH2-].[Pt+2]. Drug 2: CCC1=C2N=C(C=C(N2N=C1)NCC3=C[N+](=CC=C3)[O-])N4CCCCC4CCO. Cell line: SK-OV-3. Synergy scores: CSS=27.3, Synergy_ZIP=-0.873, Synergy_Bliss=2.07, Synergy_Loewe=-19.6, Synergy_HSA=-0.858. (2) Drug 1: CC1=CC2C(CCC3(C2CCC3(C(=O)C)OC(=O)C)C)C4(C1=CC(=O)CC4)C. Drug 2: CCN(CC)CCNC(=O)C1=C(NC(=C1C)C=C2C3=C(C=CC(=C3)F)NC2=O)C. Cell line: A549. Synergy scores: CSS=4.61, Synergy_ZIP=3.07, Synergy_Bliss=-0.780, Synergy_Loewe=-2.68, Synergy_HSA=-1.60.